From a dataset of Forward reaction prediction with 1.9M reactions from USPTO patents (1976-2016). Predict the product of the given reaction. (1) Given the reactants [C:1]1([C:7]2[CH:12]=[CH:11][C:10]([C:13]3[CH:14]=[C:15]([C:19]4[C:20]5[C:25]([C:26](Br)=[C:27]6[C:32]=4[CH:31]=[CH:30][CH:29]=[CH:28]6)=[CH:24][CH:23]=[CH:22][CH:21]=5)[CH:16]=[CH:17][CH:18]=3)=[CH:9][CH:8]=2)[CH:6]=[CH:5][CH:4]=[CH:3][CH:2]=1.[C:34]1([C:40]([C:52]2[CH:57]=[CH:56][CH:55]=[CH:54][CH:53]=2)=[CH:41][C:42]2[CH:47]=[CH:46][C:45](OB(O)O)=[CH:44][CH:43]=2)[CH:39]=[CH:38][CH:37]=[CH:36][CH:35]=1.C(=O)([O-])[O-].[Na+].[Na+], predict the reaction product. The product is: [C:1]1([C:7]2[CH:12]=[CH:11][C:10]([C:13]3[CH:14]=[C:15]([C:19]4[C:20]5[C:25]([C:26]([C:45]6[CH:46]=[CH:47][C:42]([CH:41]=[C:40]([C:52]7[CH:57]=[CH:56][CH:55]=[CH:54][CH:53]=7)[C:34]7[CH:35]=[CH:36][CH:37]=[CH:38][CH:39]=7)=[CH:43][CH:44]=6)=[C:27]6[C:32]=4[CH:31]=[CH:30][CH:29]=[CH:28]6)=[CH:24][CH:23]=[CH:22][CH:21]=5)[CH:16]=[CH:17][CH:18]=3)=[CH:9][CH:8]=2)[CH:6]=[CH:5][CH:4]=[CH:3][CH:2]=1. (2) The product is: [NH2:1][C:2]1[N:6]([C:7]2[CH:15]=[CH:14][C:10]([CH2:11][OH:12])=[CH:9][CH:8]=2)[N:5]=[C:4]([C:16]([CH3:19])([CH3:18])[CH3:17])[CH:3]=1. Given the reactants [NH2:1][C:2]1[N:6]([C:7]2[CH:15]=[CH:14][C:10]([C:11](O)=[O:12])=[CH:9][CH:8]=2)[N:5]=[C:4]([C:16]([CH3:19])([CH3:18])[CH3:17])[CH:3]=1.B.Cl, predict the reaction product. (3) The product is: [Cl:10][C:11]1[CH:12]=[C:13]([C:2]2[N:7]=[C:6]([CH:8]=[O:9])[CH:5]=[CH:4][CH:3]=2)[CH:14]=[CH:15][C:16]=1[F:17]. Given the reactants Br[C:2]1[N:7]=[C:6]([CH:8]=[O:9])[CH:5]=[CH:4][CH:3]=1.[Cl:10][C:11]1[CH:12]=[C:13](B(O)O)[CH:14]=[CH:15][C:16]=1[F:17].C(=O)([O-])[O-].[Cs+].[Cs+], predict the reaction product. (4) Given the reactants C([C:3]1[CH:11]=[CH:10][C:6]([C:7]([OH:9])=[O:8])=[CH:5][CH:4]=1)=O.C(C=O)=O.Cl, predict the reaction product. The product is: [C:7]([OH:9])(=[O:8])[C:6]1[CH:10]=[CH:11][CH:3]=[CH:4][CH:5]=1. (5) Given the reactants [OH:1][C:2]1[CH:3]=[C:4]([CH:9]=[CH:10][C:11]=1I)[C:5]([O:7][CH3:8])=[O:6].[CH2:13]([O:15][CH:16]([O:19][CH2:20][CH3:21])[CH2:17][CH3:18])[CH3:14].N1CCCCC1, predict the reaction product. The product is: [CH2:13]([O:15][CH:16]([O:19][CH2:20][CH3:21])[C:17]1[O:1][C:2]2[CH:3]=[C:4]([C:5]([O:7][CH3:8])=[O:6])[CH:9]=[CH:10][C:11]=2[CH:18]=1)[CH3:14]. (6) Given the reactants [C:1]1(=O)[CH2:6][CH2:5][CH2:4][C:3](=[O:7])[CH2:2]1.C(OC([N:18]([CH3:20])C)N(C)C)(C)(C)C.Cl.Cl.[NH2:23]N, predict the reaction product. The product is: [N:23]1[NH:18][CH:20]=[C:2]2[C:1]=1[CH2:6][CH2:5][CH2:4][C:3]2=[O:7]. (7) Given the reactants C1(N[C:7]2[C:12]([CH3:13])=[C:11]([CH3:14])[N:10]=[C:9]([NH:15][CH2:16][C:17]3[CH:22]=[CH:21][CH:20]=[CH:19][N:18]=3)[N:8]=2)CCCC1.[F:23][C:24]1[CH:29]=[CH:28][C:27]([NH2:30])=[CH:26][CH:25]=1, predict the reaction product. The product is: [F:23][C:24]1[CH:29]=[CH:28][C:27]([NH:30][C:7]2[C:12]([CH3:13])=[C:11]([CH3:14])[N:10]=[C:9]([NH:15][CH2:16][C:17]3[CH:22]=[CH:21][CH:20]=[CH:19][N:18]=3)[N:8]=2)=[CH:26][CH:25]=1. (8) Given the reactants COC1C=CC(C[NH:8][S:9]([C:12]2[C:13](=[O:20])[NH:14][C:15](=[O:19])[NH:16][C:17]=2[CH3:18])(=[O:11])=[O:10])=CC=1, predict the reaction product. The product is: [CH3:18][C:17]1[NH:16][C:15](=[O:19])[NH:14][C:13](=[O:20])[C:12]=1[S:9]([NH2:8])(=[O:11])=[O:10].